Dataset: Forward reaction prediction with 1.9M reactions from USPTO patents (1976-2016). Task: Predict the product of the given reaction. Given the reactants [NH2:1][CH2:2][CH2:3][CH2:4][C@H:5]([NH:21][C:22]([O:24][C:25]([CH3:28])([CH3:27])[CH3:26])=[O:23])[C:6]([NH:8][C:9]1[CH:14]=[CH:13][CH:12]=[CH:11][C:10]=1[CH2:15][CH2:16][C:17]([O:19][CH3:20])=[O:18])=[O:7].[C:29](N1C=CN=C1)([N:31]1[CH:35]=[CH:34][N:33]=[CH:32]1)=[O:30], predict the reaction product. The product is: [C:25]([O:24][C:22]([NH:21][C@@H:5]([CH2:4][CH2:3][CH2:2][NH:1][C:29]([N:31]1[CH:35]=[CH:34][N:33]=[CH:32]1)=[O:30])[C:6]([NH:8][C:9]1[CH:14]=[CH:13][CH:12]=[CH:11][C:10]=1[CH2:15][CH2:16][C:17]([O:19][CH3:20])=[O:18])=[O:7])=[O:23])([CH3:28])([CH3:27])[CH3:26].